This data is from Forward reaction prediction with 1.9M reactions from USPTO patents (1976-2016). The task is: Predict the product of the given reaction. Given the reactants C(O[C:4](=[O:9])[C:5](Br)([CH3:7])[CH3:6])C.[CH2:10]([NH2:13])[CH2:11][NH2:12].C(=O)([O-])[O-].[K+].[K+], predict the reaction product. The product is: [CH3:7][C:5]1([CH3:6])[NH:13][CH2:10][CH2:11][NH:12][C:4]1=[O:9].